Dataset: Catalyst prediction with 721,799 reactions and 888 catalyst types from USPTO. Task: Predict which catalyst facilitates the given reaction. (1) Reactant: Cl.[Cl:2][C:3]1[C:8]([C:9]2[C:10](=[O:16])[NH:11][C:12](=[O:15])[NH:13][CH:14]=2)=[CH:7][C:6]([F:17])=[CH:5][N:4]=1.C([O-])([O-])=O.[K+].[K+].Br[CH2:25][CH2:26][CH:27]([O:30][CH3:31])[O:28][CH3:29].O. Product: [CH3:29][O:28][CH:27]([O:30][CH3:31])[CH2:26][CH2:25][N:13]1[CH:14]=[C:9]([C:8]2[C:3]([Cl:2])=[N:4][CH:5]=[C:6]([F:17])[CH:7]=2)[C:10](=[O:16])[NH:11][C:12]1=[O:15]. The catalyst class is: 3. (2) Reactant: [C:1]([C:4]1[C:8]2=[N:9][C:10]([C:13]([NH:15][C:16]3[CH:17]=[N:18][CH:19]=[CH:20][C:21]=3[N:22]3[CH2:27][C@H:26]([CH3:28])[CH2:25][C@H:24]([NH:29][C:30](=[O:36])[O:31][C:32]([CH3:35])([CH3:34])[CH3:33])[CH2:23]3)=[O:14])=[CH:11][CH:12]=[C:7]2[S:6][CH:5]=1)([CH3:3])=[CH2:2]. Product: [CH:1]([C:4]1[C:8]2=[N:9][C:10]([C:13]([NH:15][C:16]3[CH:17]=[N:18][CH:19]=[CH:20][C:21]=3[N:22]3[CH2:27][C@H:26]([CH3:28])[CH2:25][C@H:24]([NH:29][C:30](=[O:36])[O:31][C:32]([CH3:33])([CH3:34])[CH3:35])[CH2:23]3)=[O:14])=[CH:11][CH:12]=[C:7]2[S:6][CH:5]=1)([CH3:3])[CH3:2]. The catalyst class is: 19. (3) Reactant: [F:1][C:2]1[CH:33]=[C:32]([F:34])[CH:31]=[CH:30][C:3]=1[O:4][C:5]1[N:10]=[C:9]2[N:11](COCC[Si](C)(C)C)[N:12]=[C:13]([C:14]3[CH:19]=[CH:18][C:17]([OH:20])=[CH:16][C:15]=3[CH3:21])[C:8]2=[CH:7][N:6]=1.[H-].[Na+].C1(C)C=CC(S([O:46][CH2:47][CH:48]2[CH2:52]OC(C)(C)[O:49]2)(=O)=O)=CC=1. Product: [F:1][C:2]1[CH:33]=[C:32]([F:34])[CH:31]=[CH:30][C:3]=1[O:4][C:5]1[N:10]=[C:9]2[NH:11][N:12]=[C:13]([C:14]3[CH:19]=[CH:18][C:17]([O:20][CH2:52][CH:48]([OH:49])[CH2:47][OH:46])=[CH:16][C:15]=3[CH3:21])[C:8]2=[CH:7][N:6]=1. The catalyst class is: 3. (4) Reactant: O[CH2:2][C:3]1[S:7][CH:6]=[C:5]([C:8]([O:10][CH3:11])=[O:9])[CH:4]=1.S(Cl)([Cl:14])=O. Product: [Cl:14][CH2:2][C:3]1[S:7][CH:6]=[C:5]([C:8]([O:10][CH3:11])=[O:9])[CH:4]=1. The catalyst class is: 4. (5) Reactant: CC1(C)CCCC(C)(C)N1.[Li]CCCC.CC([O:19][B:20](OC(C)C)[O:21]C(C)C)C.[F:29][C:30]([F:40])([F:39])[C:31]1[CH:38]=[CH:37][CH:36]=[CH:35][C:32]=1[C:33]#[N:34]. Product: [C:33]([C:32]1[C:31]([C:30]([F:39])([F:40])[F:29])=[CH:38][CH:37]=[CH:36][C:35]=1[B:20]([OH:21])[OH:19])#[N:34]. The catalyst class is: 1.